From a dataset of Full USPTO retrosynthesis dataset with 1.9M reactions from patents (1976-2016). Predict the reactants needed to synthesize the given product. (1) Given the product [CH3:46][N:2]([CH3:1])[CH2:3][CH2:4][O:5][C:6]1[CH:7]=[C:8]([NH:16][C:17](=[O:45])[CH2:18][C:19]2[CH:24]=[CH:23][C:22]([C:25]3[CH:30]=[C:29]([O:31][CH2:32][CH3:33])[C:28](=[O:34])[NH:27][CH:26]=3)=[CH:21][C:20]=2[F:44])[CH:9]=[C:10]([C:12]([F:15])([F:13])[F:14])[CH:11]=1, predict the reactants needed to synthesize it. The reactants are: [CH3:1][N:2]([CH3:46])[CH2:3][CH2:4][O:5][C:6]1[CH:7]=[C:8]([NH:16][C:17](=[O:45])[CH2:18][C:19]2[CH:24]=[CH:23][C:22]([C:25]3[CH:26]=[N:27][C:28]([O:34]CC4C=CC(OC)=CC=4)=[C:29]([O:31][CH2:32][CH3:33])[CH:30]=3)=[CH:21][C:20]=2[F:44])[CH:9]=[C:10]([C:12]([F:15])([F:14])[F:13])[CH:11]=1.O.C(#N)C. (2) Given the product [Si:6]([O:23][CH2:24][C@@H:25]1[CH2:29][CH:28]2[CH:27]([CH2:1]2)[N:26]1[C:30]([O:32][C:33]([CH3:36])([CH3:35])[CH3:34])=[O:31])([C:19]([CH3:21])([CH3:22])[CH3:20])([C:13]1[CH:18]=[CH:17][CH:16]=[CH:15][CH:14]=1)[C:7]1[CH:12]=[CH:11][CH:10]=[CH:9][CH:8]=1, predict the reactants needed to synthesize it. The reactants are: [CH2:1]([Zn]CC)C.[Si:6]([O:23][CH2:24][C@@H:25]1[CH2:29][CH:28]=[CH:27][N:26]1[C:30]([O:32][C:33]([CH3:36])([CH3:35])[CH3:34])=[O:31])([C:19]([CH3:22])([CH3:21])[CH3:20])([C:13]1[CH:18]=[CH:17][CH:16]=[CH:15][CH:14]=1)[C:7]1[CH:12]=[CH:11][CH:10]=[CH:9][CH:8]=1.ICI.C(=O)([O-])[O-].[Na+].[Na+]. (3) Given the product [Cl:1][C:2]1[C:3]([O:12][C:13]2[CH:18]=[C:17]([O:19][CH2:20][CH2:21][O:22][CH3:23])[CH:16]=[CH:15][C:14]=2/[CH:24]=[CH:25]/[C:26]([NH:50][S:47]([C:42]2[CH:43]=[CH:44][CH:45]=[CH:46][N:41]=2)(=[O:49])=[O:48])=[O:27])=[N:4][CH:5]=[C:6]([C:8]([F:10])([F:9])[F:11])[CH:7]=1, predict the reactants needed to synthesize it. The reactants are: [Cl:1][C:2]1[C:3]([O:12][C:13]2[CH:18]=[C:17]([O:19][CH2:20][CH2:21][O:22][CH3:23])[CH:16]=[CH:15][C:14]=2/[CH:24]=[CH:25]/[C:26](O)=[O:27])=[N:4][CH:5]=[C:6]([C:8]([F:11])([F:10])[F:9])[CH:7]=1.Cl.C(N=C=NCCCN(C)C)C.[N:41]1[CH:46]=[CH:45][CH:44]=[CH:43][C:42]=1[S:47]([NH2:50])(=[O:49])=[O:48].Cl. (4) Given the product [C:16]([C:15]1[CH:18]=[C:11]([C:10]#[C:9][C:4]2[CH:5]=[CH:6][C:7]([F:8])=[C:2]([NH:1][C:19](=[O:21])[CH3:20])[CH:3]=2)[CH:12]=[N:13][CH:14]=1)#[N:17], predict the reactants needed to synthesize it. The reactants are: [NH2:1][C:2]1[CH:3]=[C:4]([C:9]#[C:10][C:11]2[CH:12]=[N:13][CH:14]=[C:15]([CH:18]=2)[C:16]#[N:17])[CH:5]=[CH:6][C:7]=1[F:8].[C:19](Cl)(=[O:21])[CH3:20]. (5) Given the product [C:1]([O:16][CH2:15][CH2:14][N:9]1[CH:13]=[CH:12][N:11]=[CH:10]1)(=[O:7])[CH2:2][CH2:3][CH2:4][CH2:5][CH3:6], predict the reactants needed to synthesize it. The reactants are: [C:1](Cl)(=[O:7])[CH2:2][CH2:3][CH2:4][CH2:5][CH3:6].[N:9]1([CH2:14][CH2:15][OH:16])[CH:13]=[CH:12][N:11]=[CH:10]1.C(N(CC)CC)C. (6) Given the product [CH3:18][CH2:19][O:21][CH2:22][CH2:23][O:47][C:45](/[CH:44]=[CH:43]/[C:34]1[CH:33]=[CH:38][C:37]([O:39][CH3:40])=[CH:36][CH:35]=1)=[O:46], predict the reactants needed to synthesize it. The reactants are: COC(C1C=CC=CC=1)=C(OC)C(O)=O.C([CH:18](CCCC)[C:19]([O:21][CH2:22][CH:23](CO)O)=O)C.CO[C:33]1[CH:38]=[C:37]([O:39][CH3:40])[C:36](OC)=[CH:35][C:34]=1/[CH:43]=[CH:44]/[C:45]([OH:47])=[O:46]. (7) The reactants are: [CH3:1][O:2][C:3](=[O:22])[C:4]1[C:9]([N+:10]([O-])=O)=[CH:8][N:7]=[C:6]([O:13][C:14]2[CH:19]=[CH:18][C:17]([F:20])=[CH:16][C:15]=2[F:21])[CH:5]=1. Given the product [CH3:1][O:2][C:3](=[O:22])[C:4]1[C:9]([NH2:10])=[CH:8][N:7]=[C:6]([O:13][C:14]2[CH:19]=[CH:18][C:17]([F:20])=[CH:16][C:15]=2[F:21])[CH:5]=1, predict the reactants needed to synthesize it. (8) The reactants are: F[C:2]1C=C2C(=C[CH:11]=1)NC(=O)[C@H](C)N2.[C:14](=[O:40])([O-:39])[O:15][C:16]1[CH:21]=[CH:20][C:19]([S:22]([N:25]2[C:34]3[C:29](=[CH:30][CH:31]=[C:32]([F:35])[CH:33]=3)[NH:28][C:27](=[O:36])[C@@H:26]2[CH2:37]C)(=[O:24])=[O:23])=[CH:18][CH:17]=1. Given the product [C:14](=[O:40])([O:15][C:16]1[CH:21]=[CH:20][C:19]([S:22]([N:25]2[C:34]3[C:29](=[CH:30][CH:31]=[C:32]([F:35])[CH:33]=3)[NH:28][C:27](=[O:36])[C@@H:26]2[CH3:37])(=[O:24])=[O:23])=[CH:18][CH:17]=1)[O:39][CH2:2][CH3:11], predict the reactants needed to synthesize it. (9) The reactants are: [N:1]([CH2:4][C:5]1[N:10]=[C:9]([N:11]2[CH2:15][CH2:14][CH2:13][C:12]2=[O:16])[CH:8]=[CH:7][CH:6]=1)=[N+]=[N-]. Given the product [NH2:1][CH2:4][C:5]1[N:10]=[C:9]([N:11]2[CH2:15][CH2:14][CH2:13][C:12]2=[O:16])[CH:8]=[CH:7][CH:6]=1, predict the reactants needed to synthesize it.